Task: Predict the reactants needed to synthesize the given product.. Dataset: Full USPTO retrosynthesis dataset with 1.9M reactions from patents (1976-2016) (1) Given the product [OH:5][C@H:3]([CH3:4])[C@H:2]([NH:1][C:3](=[O:5])[C@H:2]([C:25]1[CH:24]=[CH:10][CH:9]=[CH:8][CH:7]=1)[CH3:6])[C:6]1[CH:7]=[CH:8][C:9]([O:12][CH2:13][C@@H:14]([CH3:17])[CH2:15][CH3:16])=[CH:10][CH:11]=1, predict the reactants needed to synthesize it. The reactants are: [NH2:1][C@H:2]([C:6]1[CH:11]=[CH:10][C:9]([O:12][CH2:13][C@@H:14]([CH3:17])[CH2:15][CH3:16])=[CH:8][CH:7]=1)[C@H:3]([OH:5])[CH3:4].Cl.C(N([CH2:24][CH3:25])CC)C. (2) Given the product [CH3:1][O:2][C:3]1[C:4]([O:31][CH3:32])=[CH:5][C:6]2[C:15]3[C:10](=[C:11]4[CH:19]=[C:18]5[O:20][CH2:21][O:22][C:17]5=[CH:16][C:12]4=[N:13][CH:14]=3)[N:9]([CH:23]([CH3:28])[CH2:24][N:25]([CH3:26])[CH3:27])[CH2:8][C:7]=2[CH:30]=1, predict the reactants needed to synthesize it. The reactants are: [CH3:1][O:2][C:3]1[C:4]([O:31][CH3:32])=[CH:5][C:6]2[C:15]3[C:10](=[C:11]4[CH:19]=[C:18]5[O:20][CH2:21][O:22][C:17]5=[CH:16][C:12]4=[N:13][CH:14]=3)[N:9]([CH:23]([CH3:28])[CH2:24][N:25]([CH3:27])[CH3:26])[C:8](=O)[C:7]=2[CH:30]=1.[H-].[H-].[H-].[H-].[Li+].[Al+3]. (3) Given the product [NH2:1][C:2]1[C:7]([NH2:8])=[CH:6][CH:5]=[C:4]([S:11][C:12]2[CH:17]=[CH:16][CH:15]=[CH:14][CH:13]=2)[N:3]=1, predict the reactants needed to synthesize it. The reactants are: [NH2:1][C:2]1[C:7]([N+:8]([O-])=O)=[CH:6][CH:5]=[C:4]([S:11][C:12]2[CH:17]=[CH:16][CH:15]=[CH:14][CH:13]=2)[N:3]=1.[H][H]. (4) Given the product [C:1]([O:5][C:6]([N:8]1[CH2:13][CH2:12][CH:11]([C:14]2[N:15]([CH2:27][CH2:28][N:29]([C:32]([O:34][CH2:35][C:36]3[CH:41]=[CH:40][CH:39]=[CH:38][CH:37]=3)=[O:33])[CH3:30])[CH:16]=[C:17]([C:19]3[CH:24]=[CH:23][C:22]([F:25])=[C:21]([Cl:26])[CH:20]=3)[N:18]=2)[CH2:10][CH2:9]1)=[O:7])([CH3:4])([CH3:3])[CH3:2], predict the reactants needed to synthesize it. The reactants are: [C:1]([O:5][C:6]([N:8]1[CH2:13][CH2:12][CH:11]([C:14]2[N:15]([CH2:27][CH2:28][NH:29][CH3:30])[CH:16]=[C:17]([C:19]3[CH:24]=[CH:23][C:22]([F:25])=[C:21]([Cl:26])[CH:20]=3)[N:18]=2)[CH2:10][CH2:9]1)=[O:7])([CH3:4])([CH3:3])[CH3:2].Cl[C:32]([O:34][CH2:35][C:36]1[CH:41]=[CH:40][CH:39]=[CH:38][CH:37]=1)=[O:33].CCN(C(C)C)C(C)C. (5) Given the product [Cl:32][C:33]1[CH:40]=[CH:39][C:36]([CH2:37][NH:38][C:15]([C:13]2[C:12](=[O:18])[C:10]3[CH:11]=[C:2]([I:1])[CH:3]=[C:4]4[C:9]=3[N:8]([CH:14]=2)[N:7]([CH3:19])[CH2:6][CH2:5]4)=[O:16])=[CH:35][CH:34]=1, predict the reactants needed to synthesize it. The reactants are: [I:1][C:2]1[CH:3]=[C:4]2[C:9]3=[C:10]([C:12](=[O:18])[C:13]([C:15](O)=[O:16])=[CH:14][N:8]3[N:7]([CH3:19])[CH2:6][CH2:5]2)[CH:11]=1.C(N1C=CN=C1)(N1C=CN=C1)=O.[Cl:32][C:33]1[CH:40]=[CH:39][C:36]([CH2:37][NH2:38])=[CH:35][CH:34]=1. (6) Given the product [F:11][C:10]([F:13])([F:12])[C:6]1[CH:5]=[C:4]([C:3]2[CH2:17][CH:16]([C:15]([O:19][CH3:20])=[O:18])[O:1][N:2]=2)[CH:9]=[CH:8][CH:7]=1, predict the reactants needed to synthesize it. The reactants are: [OH:1][N:2]=[C:3](Cl)[C:4]1[CH:9]=[CH:8][CH:7]=[C:6]([C:10]([F:13])([F:12])[F:11])[CH:5]=1.[C:15]([O:19][CH3:20])(=[O:18])[CH:16]=[CH2:17]. (7) Given the product [C:1]([NH:4][C:5]1[CH:6]=[C:7]([NH:11][C:12]2[N:17]=[C:16]([NH:18][CH2:19][CH:20]3[CH2:25][CH2:24][CH2:23][N:22]([S:39]([CH3:38])(=[O:41])=[O:40])[CH2:21]3)[C:15]([C:26]([NH2:28])=[O:27])=[CH:14][N:13]=2)[CH:8]=[CH:9][CH:10]=1)(=[O:3])[CH3:2], predict the reactants needed to synthesize it. The reactants are: [C:1]([NH:4][C:5]1[CH:6]=[C:7]([NH:11][C:12]2[N:17]=[C:16]([NH:18][CH2:19][CH:20]3[CH2:25][CH2:24][CH2:23][NH:22][CH2:21]3)[C:15]([C:26]([NH2:28])=[O:27])=[CH:14][N:13]=2)[CH:8]=[CH:9][CH:10]=1)(=[O:3])[CH3:2].CCN(C(C)C)C(C)C.[CH3:38][S:39](Cl)(=[O:41])=[O:40].